This data is from Full USPTO retrosynthesis dataset with 1.9M reactions from patents (1976-2016). The task is: Predict the reactants needed to synthesize the given product. (1) Given the product [Si:1]([O:8][C@H:9]1[CH2:18][C:17]([CH3:20])([CH3:19])[CH2:16][C:15]2[N:14]=[C:13]([CH:21]3[CH2:22][CH2:23][CH2:24][CH2:25]3)[C:12]([CH:26]([C:36]3[CH:37]=[CH:38][C:33]([C:29]([CH3:32])([CH3:31])[CH3:30])=[CH:34][CH:35]=3)[OH:27])=[C:11]([I:28])[C:10]1=2)([C:4]([CH3:5])([CH3:6])[CH3:7])([CH3:3])[CH3:2], predict the reactants needed to synthesize it. The reactants are: [Si:1]([O:8][C@H:9]1[CH2:18][C:17]([CH3:20])([CH3:19])[CH2:16][C:15]2[N:14]=[C:13]([CH:21]3[CH2:25][CH2:24][CH2:23][CH2:22]3)[C:12]([CH:26]=[O:27])=[C:11]([I:28])[C:10]1=2)([C:4]([CH3:7])([CH3:6])[CH3:5])([CH3:3])[CH3:2].[C:29]([C:33]1[CH:38]=[CH:37][C:36]([Mg]Br)=[CH:35][CH:34]=1)([CH3:32])([CH3:31])[CH3:30]. (2) Given the product [Cl:1][C:2]1[CH:3]=[C:4]([C:12]2[S:13][C:14]([C:17]3[C:18]([CH2:25][CH3:26])=[C:19]([CH2:37][N:38]([CH3:27])[CH2:39][C:40]([O:42][CH3:43])=[O:41])[CH:22]=[CH:23][CH:24]=3)=[CH:15][N:16]=2)[CH:5]=[CH:6][C:7]=1[O:8][CH:9]([CH3:10])[CH3:11], predict the reactants needed to synthesize it. The reactants are: [Cl:1][C:2]1[CH:3]=[C:4]([C:12]2[S:13][C:14]([C:17]3[C:18]([CH2:25][CH3:26])=[C:19]([CH:22]=[CH:23][CH:24]=3)C=O)=[CH:15][N:16]=2)[CH:5]=[CH:6][C:7]=1[O:8][CH:9]([CH3:11])[CH3:10].[C:27](O)(=O)C.C([O-])(=O)C.[Na+].Cl.[CH3:37][NH:38][CH2:39][C:40]([O:42][CH3:43])=[O:41]. (3) Given the product [CH3:38][O:39][C:40]1[CH:41]=[CH:42][C:43]([S:46]([N:6]2[C:5]3[CH:7]=[CH:8][CH:9]=[CH:10][C:4]=3[N:3]([CH:11]3[CH2:12][CH2:13][N:14]([C:17]([O:19][CH2:20][C@@H:21]([N:23]([CH2:24][C:25]4[CH:26]=[CH:27][CH:28]=[CH:29][CH:30]=4)[CH2:31][C:32]4[CH:37]=[CH:36][CH:35]=[CH:34][CH:33]=4)[CH3:22])=[O:18])[CH2:15][CH2:16]3)[C:2]2=[O:1])(=[O:48])=[O:47])=[CH:44][CH:45]=1, predict the reactants needed to synthesize it. The reactants are: [O:1]=[C:2]1[NH:6][C:5]2[CH:7]=[CH:8][CH:9]=[CH:10][C:4]=2[N:3]1[CH:11]1[CH2:16][CH2:15][N:14]([C:17]([O:19][CH2:20][C@@H:21]([N:23]([CH2:31][C:32]2[CH:37]=[CH:36][CH:35]=[CH:34][CH:33]=2)[CH2:24][C:25]2[CH:30]=[CH:29][CH:28]=[CH:27][CH:26]=2)[CH3:22])=[O:18])[CH2:13][CH2:12]1.[CH3:38][O:39][C:40]1[CH:45]=[CH:44][C:43]([S:46](Cl)(=[O:48])=[O:47])=[CH:42][CH:41]=1. (4) Given the product [C:92]([O:64][C:62](=[O:63])[CH2:61][O:72][C:23]1[CH:24]=[CH:25][CH:26]=[C:27]([O:11][CH2:10][C:9]([O:36][C:37]([CH3:38])([CH3:44])[CH3:46])=[O:8])[CH:28]=1)([CH3:91])([CH3:93])[CH3:97], predict the reactants needed to synthesize it. The reactants are: OC(C1C=CC([O:8][CH2:9][CH2:10][O:11]C(=O)C(C)=C)=CC=1)C.CC1(CC(=C)C([O-])=O)[CH:27]2[CH2:28][CH:23]3[CH2:24][CH:25](CC1C3)[CH2:26]2.[OH:36][C:37]12[CH2:46]C3CC(CC(CC(=C)C([O-])=O)(C3)[CH2:38]1)[CH2:44]2.C[O:64][C:62](=[O:63])[C:61](N=N[C:61](C)(C)[C:62]([O:64]C)=[O:63])(C)C.FC(F)(S([O-])(=O)=O)C[O:72]C(=O)C(C)=C.C1([S+]2[C:93]3C=CC=[CH:97][C:92]=3[C:91]3C=CC=CC2=3)C=CC=CC=1. (5) Given the product [N:9]1([C:3]2[CH2:5][O:6][C:7](=[O:8])[CH:2]=2)[CH2:13][CH2:12][CH2:11][CH2:10]1, predict the reactants needed to synthesize it. The reactants are: C[CH:2]1[C:7](=[O:8])[O:6][CH2:5][C:3]1=O.[NH:9]1[CH2:13][CH2:12][CH2:11][CH2:10]1.